This data is from Reaction yield outcomes from USPTO patents with 853,638 reactions. The task is: Predict the reaction yield, written as a fraction of the theoretical maximum amount of product (1.0 means a 100% yield; for example, 0.34 means a 34% yield). (1) The reactants are [N:1]1([CH2:7][CH2:8][C:9]2[CH:14]=[CH:13][CH:12]=[CH:11][C:10]=2C2N=C(N)C=CC=2)[CH2:6][CH2:5][NH:4][CH2:3][CH2:2]1.[F:22][C:23]1[CH:28]=[CH:27][C:26]([CH2:29][C:30]([OH:32])=O)=[CH:25][CH:24]=1.C([N:35]=[C:36]=[N:37][CH2:38][CH2:39][CH2:40]N(C)C)C.[CH:44](N(C(C)C)CC)(C)C. The catalyst is O.CN(C)C=O. The product is [NH2:35][C:36]1[N:37]=[C:38]([C:12]2[CH:11]=[CH:10][C:9]([CH2:8][CH2:7][N:1]3[CH2:2][CH2:3][N:4]([C:30](=[O:32])[CH2:29][C:26]4[CH:25]=[CH:24][C:23]([F:22])=[CH:28][CH:27]=4)[CH2:5][CH2:6]3)=[CH:14][CH:13]=2)[CH:39]=[CH:40][CH:44]=1. The yield is 0.340. (2) The reactants are [I:1][C:2]1[C:11]([CH3:12])=[CH:10][CH:9]=[C:8]2[C:3]=1[CH:4]=[CH:5][NH:6][C:7]2=O.P(Cl)(Cl)([Cl:16])=O. No catalyst specified. The product is [Cl:16][C:7]1[C:8]2[C:3](=[C:2]([I:1])[C:11]([CH3:12])=[CH:10][CH:9]=2)[CH:4]=[CH:5][N:6]=1. The yield is 0.939. (3) The reactants are [O:1]1[C:5]2([CH2:10][CH2:9][C:8]([C:11]3[S:12][CH:13]=[CH:14][N:15]=3)=[CH:7][CH2:6]2)[O:4][CH2:3][CH2:2]1. The catalyst is CO.[Pd]. The product is [O:4]1[C:5]2([CH2:10][CH2:9][CH:8]([C:11]3[S:12][CH:13]=[CH:14][N:15]=3)[CH2:7][CH2:6]2)[O:1][CH2:2][CH2:3]1. The yield is 0.950. (4) The reactants are FC(F)(F)C(O)=O.[O:8]=[C:9]1[NH:14][C:13]([S:15][CH2:16][CH2:17][C:18]([O:20]C(C)(C)C)=[O:19])=[N:12][CH:11]=[CH:10]1. The catalyst is C(Cl)Cl. The product is [O:8]=[C:9]1[NH:14][C:13]([S:15][CH2:16][CH2:17][C:18]([OH:20])=[O:19])=[N:12][CH:11]=[CH:10]1. The yield is 1.01. (5) The reactants are C([NH2:5])(C)(C)C.[F:6][C:7]([F:14])([F:13])[CH2:8][S:9](Cl)(=[O:11])=[O:10]. The catalyst is O1CCCC1. The product is [F:6][C:7]([F:14])([F:13])[CH2:8][S:9]([NH2:5])(=[O:11])=[O:10]. The yield is 0.250. (6) The reactants are [C:1]([NH:4][C:5]1[CH:42]=[CH:41][N:8]([C@@H:9]2[O:40][C@H:14]([CH2:15][O:16][C:17]([C:34]3[CH:39]=[CH:38][CH:37]=[CH:36][CH:35]=3)([C:26]3[CH:31]=[CH:30][C:29]([O:32][CH3:33])=[CH:28][CH:27]=3)[C:18]3[CH:23]=[CH:22][C:21]([O:24][CH3:25])=[CH:20][CH:19]=3)[C@@H:12]([OH:13])[C@H:10]2[OH:11])[C:7](=[O:43])[N:6]=1)(=[O:3])[CH3:2].C(N(C(C)C)CC)(C)C.[C:53]([CH2:55][CH2:56][O:57][CH2:58]Cl)#[N:54].C(=O)(O)[O-].[Na+]. The catalyst is ClCCCl. The product is [C:1]([NH:4][C:5]1[CH:42]=[CH:41][N:8]([C@@H:9]2[O:40][C@H:14]([CH2:15][O:16][C:17]([C:34]3[CH:39]=[CH:38][CH:37]=[CH:36][CH:35]=3)([C:26]3[CH:31]=[CH:30][C:29]([O:32][CH3:33])=[CH:28][CH:27]=3)[C:18]3[CH:19]=[CH:20][C:21]([O:24][CH3:25])=[CH:22][CH:23]=3)[C@@H:12]([OH:13])[C@H:10]2[O:11][CH2:58][O:57][CH2:56][CH2:55][C:53]#[N:54])[C:7](=[O:43])[N:6]=1)(=[O:3])[CH3:2]. The yield is 0.350. (7) The reactants are [CH2:1]([N:8]1[CH2:15][CH:14]2[CH2:16][CH:10]([CH2:11][NH:12][CH2:13]2)[CH2:9]1)[C:2]1[CH:7]=[CH:6][CH:5]=[CH:4][CH:3]=1.[C:17]1([N:23]=[C:24]=[O:25])[CH:22]=[CH:21][CH:20]=[CH:19][CH:18]=1. The catalyst is C(Cl)Cl. The product is [CH2:1]([N:8]1[CH2:9][CH:10]2[CH2:16][CH:14]([CH2:13][N:12]([C:24]([NH:23][C:17]3[CH:22]=[CH:21][CH:20]=[CH:19][CH:18]=3)=[O:25])[CH2:11]2)[CH2:15]1)[C:2]1[CH:7]=[CH:6][CH:5]=[CH:4][CH:3]=1. The yield is 0.660. (8) The reactants are C(N(CC)CC)C.[CH3:8][S:9](Cl)(=[O:11])=[O:10].O1CCCC1.[Cl:18][C:19]1[CH:20]=[CH:21][C:22]([CH2:25][OH:26])=[N:23][CH:24]=1. The catalyst is O. The product is [CH3:8][S:9]([O:26][CH2:25][C:22]1[CH:21]=[CH:20][C:19]([Cl:18])=[CH:24][N:23]=1)(=[O:11])=[O:10]. The yield is 0.990. (9) The reactants are [N:1]1[CH:6]=[CH:5][CH:4]=[CH:3][C:2]=1[CH2:7][CH2:8][N:9]1[CH2:14][CH2:13][N:12]([C:15]([O:17][C:18]([CH3:21])([CH3:20])[CH3:19])=[O:16])[CH2:11][CH2:10]1.C([Li])CCC.[C:27]1(=[O:33])[CH2:32][CH2:31][CH2:30][CH2:29][CH2:28]1. The catalyst is O1CCCC1. The product is [OH:33][C:27]1([CH:7]([C:2]2[CH:3]=[CH:4][CH:5]=[CH:6][N:1]=2)[CH2:8][N:9]2[CH2:10][CH2:11][N:12]([C:15]([O:17][C:18]([CH3:21])([CH3:20])[CH3:19])=[O:16])[CH2:13][CH2:14]2)[CH2:32][CH2:31][CH2:30][CH2:29][CH2:28]1. The yield is 0.780. (10) The reactants are [F:1][C:2]1[C:10]([O:11][C:12]2[C:21]3[C:16](=[CH:17][C:18]([O:24][CH2:25][C@H:26]4[CH2:28][O:27]4)=[C:19]([O:22][CH3:23])[CH:20]=3)[N:15]=[CH:14][N:13]=2)=[CH:9][CH:8]=[C:7]2[C:3]=1[CH:4]=[C:5]([CH3:29])[NH:6]2.[O:30]1[C:34]2([CH2:39][CH2:38][NH:37][CH2:36][CH2:35]2)[O:33][CH2:32][CH2:31]1. The catalyst is CN(C=O)C. The product is [O:30]1[C:34]2([CH2:39][CH2:38][N:37]([CH2:28][C@@H:26]([OH:27])[CH2:25][O:24][C:18]3[CH:17]=[C:16]4[C:21]([C:12]([O:11][C:10]5[C:2]([F:1])=[C:3]6[C:7](=[CH:8][CH:9]=5)[NH:6][C:5]([CH3:29])=[CH:4]6)=[N:13][CH:14]=[N:15]4)=[CH:20][C:19]=3[O:22][CH3:23])[CH2:36][CH2:35]2)[O:33][CH2:32][CH2:31]1. The yield is 0.700.